This data is from NCI-60 drug combinations with 297,098 pairs across 59 cell lines. The task is: Regression. Given two drug SMILES strings and cell line genomic features, predict the synergy score measuring deviation from expected non-interaction effect. (1) Drug 1: COC1=C(C=C2C(=C1)N=CN=C2NC3=CC(=C(C=C3)F)Cl)OCCCN4CCOCC4. Drug 2: CN(C(=O)NC(C=O)C(C(C(CO)O)O)O)N=O. Cell line: NCI-H460. Synergy scores: CSS=36.6, Synergy_ZIP=0.847, Synergy_Bliss=9.23, Synergy_Loewe=-26.3, Synergy_HSA=9.35. (2) Drug 1: COC1=C(C=C2C(=C1)N=CN=C2NC3=CC(=C(C=C3)F)Cl)OCCCN4CCOCC4. Drug 2: CC1C(C(CC(O1)OC2CC(CC3=C2C(=C4C(=C3O)C(=O)C5=C(C4=O)C(=CC=C5)OC)O)(C(=O)CO)O)N)O.Cl. Cell line: UACC-257. Synergy scores: CSS=49.6, Synergy_ZIP=3.89, Synergy_Bliss=6.12, Synergy_Loewe=-11.8, Synergy_HSA=7.38.